Dataset: Catalyst prediction with 721,799 reactions and 888 catalyst types from USPTO. Task: Predict which catalyst facilitates the given reaction. (1) Reactant: FC(F)(F)S(O[C:7]1[CH:12]=[C:11]([O:13][CH:14]2[CH2:19][CH2:18][CH2:17][CH2:16][O:15]2)[CH:10]=[C:9]([F:20])[C:8]=1[CH:21]=[O:22])(=O)=O.CC([O-])=O.[K+].[B:30]1([B:30]2[O:34][C:33]([CH3:36])([CH3:35])[C:32]([CH3:38])([CH3:37])[O:31]2)[O:34][C:33]([CH3:36])([CH3:35])[C:32]([CH3:38])([CH3:37])[O:31]1. Product: [F:20][C:9]1[CH:10]=[C:11]([O:13][CH:14]2[CH2:19][CH2:18][CH2:17][CH2:16][O:15]2)[CH:12]=[C:7]([B:30]2[O:34][C:33]([CH3:36])([CH3:35])[C:32]([CH3:38])([CH3:37])[O:31]2)[C:8]=1[CH:21]=[O:22]. The catalyst class is: 75. (2) Reactant: [NH2:1][C:2]1[CH:14]=[C:13]([F:15])[C:5]2[N:6]([CH:10]([CH3:12])[CH3:11])[C:7](=[O:9])[O:8][C:4]=2[CH:3]=1.[CH3:16][O:17][C:18]([C@@H:20]1[O:22][CH2:21]1)=[O:19].FC(F)(F)S([O-])(=O)=O.[Li+]. Product: [F:15][C:13]1[C:5]2[N:6]([CH:10]([CH3:12])[CH3:11])[C:7](=[O:9])[O:8][C:4]=2[CH:3]=[C:2]([NH:1][CH2:21][C@@H:20]([OH:22])[C:18]([O:17][CH3:16])=[O:19])[CH:14]=1. The catalyst class is: 10. (3) Reactant: [C:1]([C:5]1[N:10]=[C:9]([N:11]2[CH2:16][CH2:15][N:14]([CH2:17][CH2:18][CH2:19][CH2:20][NH2:21])[CH2:13][CH2:12]2)[CH:8]=[C:7]([C:22]([F:25])([F:24])[F:23])[N:6]=1)([CH3:4])([CH3:3])[CH3:2].C1N=CN([C:31](N2C=NC=C2)=[O:32])C=1.[F:38][C:39]([F:53])([F:52])[C:40]1[CH:41]=[C:42]([N:46]2[CH2:51][CH2:50][NH:49][CH2:48][CH2:47]2)[CH:43]=[CH:44][CH:45]=1. Product: [C:1]([C:5]1[N:10]=[C:9]([N:11]2[CH2:16][CH2:15][N:14]([CH2:17][CH2:18][CH2:19][CH2:20][NH:21][C:31]([N:49]3[CH2:50][CH2:51][N:46]([C:42]4[CH:43]=[CH:44][CH:45]=[C:40]([C:39]([F:38])([F:52])[F:53])[CH:41]=4)[CH2:47][CH2:48]3)=[O:32])[CH2:13][CH2:12]2)[CH:8]=[C:7]([C:22]([F:24])([F:25])[F:23])[N:6]=1)([CH3:4])([CH3:2])[CH3:3]. The catalyst class is: 147. (4) Reactant: [CH3:1][O:2][C:3]1[CH:8]=[CH:7][C:6]([NH2:9])=[CH:5][CH:4]=1.[F:10][C:11]([F:22])([F:21])[C:12](O[C:12](=[O:13])[C:11]([F:22])([F:21])[F:10])=[O:13].N1C=CC=CC=1.O. Product: [F:10][C:11]([F:22])([F:21])[C:12]([NH:9][C:6]1[CH:7]=[CH:8][C:3]([O:2][CH3:1])=[CH:4][CH:5]=1)=[O:13]. The catalyst class is: 2. (5) Reactant: [C:1]([O-:4])(=[O:3])[CH3:2].[Na+:5].[C:6]([O-:9])(=[O:8])[CH3:7].[K+:10]. Product: [C:1]([O-:4])(=[O:3])[CH3:2].[Na+:5].[K+:10].[C:6]([O-:9])(=[O:8])[CH3:7]. The catalyst class is: 141. (6) The catalyst class is: 7. Product: [CH3:7][O:8][C:9]1[CH:14]=[C:13]([O:15][CH3:16])[N:12]=[CH:11][C:10]=1[CH2:17][OH:18]. Reactant: [H-].[Al+3].[Li+].[H-].[H-].[H-].[CH3:7][O:8][C:9]1[CH:14]=[C:13]([O:15][CH3:16])[N:12]=[CH:11][C:10]=1[C:17](OC)=[O:18].O.[OH-].[Na+]. (7) Reactant: [CH:1]([N:4]1[CH:8]=[C:7]([C:9]([OH:11])=O)[N:6]=[C:5]1[CH3:12])([CH3:3])[CH3:2].[NH2:13][C@@H:14]([CH3:31])[CH2:15][N:16]1[CH:20]=[CH:19][C:18]([C:21]2[CH:28]=[C:27]([F:29])[C:24]([C:25]#[N:26])=[C:23]([Cl:30])[CH:22]=2)=[N:17]1.C1C=CC2N(O)N=NC=2C=1.CN(C=O)C. Product: [Cl:30][C:23]1[CH:22]=[C:21]([C:18]2[CH:19]=[CH:20][N:16]([CH2:15][C@@H:14]([NH:13][C:9]([C:7]3[N:6]=[C:5]([CH3:12])[N:4]([CH:1]([CH3:2])[CH3:3])[CH:8]=3)=[O:11])[CH3:31])[N:17]=2)[CH:28]=[C:27]([F:29])[C:24]=1[C:25]#[N:26]. The catalyst class is: 6.